From a dataset of Reaction yield outcomes from USPTO patents with 853,638 reactions. Predict the reaction yield, written as a fraction of the theoretical maximum amount of product (1.0 means a 100% yield; for example, 0.34 means a 34% yield). (1) The reactants are [N:1]12[CH2:9][CH2:8][CH:5]([CH2:6][CH2:7]1)[NH:4][C:3](=O)[CH2:2]2.O1CCOCC1. The catalyst is O. The product is [N:1]12[CH2:9][CH2:8][CH:5]([CH2:6][CH2:7]1)[NH:4][CH2:3][CH2:2]2. The yield is 0.780. (2) The reactants are [Br:1][C:2]1[CH:9]=[CH:8][C:5]([CH2:6]Br)=[CH:4][CH:3]=1.C(N(CC)CC)C.[NH:17]1[CH2:22][CH2:21][CH:20]([C:23]#[N:24])[CH2:19][CH2:18]1. The catalyst is C1COCC1. The product is [Br:1][C:2]1[CH:9]=[CH:8][C:5]([CH2:6][N:17]2[CH2:22][CH2:21][CH:20]([C:23]#[N:24])[CH2:19][CH2:18]2)=[CH:4][CH:3]=1. The yield is 0.990. (3) The reactants are Br[C:2]1[CH:3]=[CH:4][C:5]2[S:9][C:8]([CH:10]3[CH2:12][CH2:11]3)=[N:7][C:6]=2[CH:13]=1.[F:14][C:15]1[C:16]([CH3:46])=[C:17]([C@:21]2([C:34]([O:36][CH2:37][C:38]3[CH:43]=[CH:42][C:41]([O:44][CH3:45])=[CH:40][CH:39]=3)=[O:35])[CH2:25][CH2:24][C:23](OS(C(F)(F)F)(=O)=O)=[CH:22]2)[CH:18]=[CH:19][CH:20]=1. No catalyst specified. The product is [CH:10]1([C:8]2[S:9][C:5]3[CH:4]=[CH:3][C:2]([C:23]4[CH2:24][CH2:25][C@:21]([C:17]5[CH:18]=[CH:19][CH:20]=[C:15]([F:14])[C:16]=5[CH3:46])([C:34]([O:36][CH2:37][C:38]5[CH:43]=[CH:42][C:41]([O:44][CH3:45])=[CH:40][CH:39]=5)=[O:35])[CH:22]=4)=[CH:13][C:6]=3[N:7]=2)[CH2:12][CH2:11]1. The yield is 0.660.